This data is from Peptide-MHC class I binding affinity with 185,985 pairs from IEDB/IMGT. The task is: Regression. Given a peptide amino acid sequence and an MHC pseudo amino acid sequence, predict their binding affinity value. This is MHC class I binding data. The peptide sequence is LLALQQLEV. The MHC is HLA-A26:01 with pseudo-sequence HLA-A26:01. The binding affinity (normalized) is 0.0847.